Dataset: Forward reaction prediction with 1.9M reactions from USPTO patents (1976-2016). Task: Predict the product of the given reaction. (1) The product is: [CH3:28][O:27][C:25]([C:16]1[C:17]2[C:22](=[CH:21][CH:20]=[CH:19][CH:18]=2)[CH:23]=[CH:24][C:15]=1[NH:14][S:11]([C:6]1[CH:7]=[CH:8][CH:9]=[CH:10][C:5]=1[C:3]([OH:4])=[O:2])(=[O:12])=[O:13])=[O:26]. Given the reactants C[O:2][C:3]([C:5]1[CH:10]=[CH:9][CH:8]=[CH:7][C:6]=1[S:11]([NH:14][C:15]1[CH:24]=[CH:23][C:22]2[C:17](=[CH:18][CH:19]=[CH:20][CH:21]=2)[C:16]=1[C:25]([O:27][CH3:28])=[O:26])(=[O:13])=[O:12])=[O:4].O.O.[OH-].[Li+].Cl, predict the reaction product. (2) Given the reactants C([O:3][C:4]([C:6]1[C:15]2[C:10](=[CH:11][CH:12]=[CH:13][CH:14]=2)[N:9]=[C:8]([C:16](=[O:41])[NH:17][C@H:18]([C:28]([N:30]2[CH2:35][CH2:34][N:33]([C:36]([O:38][CH2:39][CH3:40])=[O:37])[CH2:32][CH2:31]2)=[O:29])[CH2:19][CH2:20][C:21]([O:23][C:24]([CH3:27])([CH3:26])[CH3:25])=[O:22])[CH:7]=1)=[O:5])C.[OH-].[Na+].Cl, predict the reaction product. The product is: [C:24]([O:23][C:21]([CH2:20][CH2:19][C@H:18]([NH:17][C:16]([C:8]1[CH:7]=[C:6]([C:4]([OH:5])=[O:3])[C:15]2[C:10](=[CH:11][CH:12]=[CH:13][CH:14]=2)[N:9]=1)=[O:41])[C:28]([N:30]1[CH2:31][CH2:32][N:33]([C:36]([O:38][CH2:39][CH3:40])=[O:37])[CH2:34][CH2:35]1)=[O:29])=[O:22])([CH3:25])([CH3:26])[CH3:27]. (3) Given the reactants F[C:2]1[CH:7]=[C:6]([I:8])[C:5]([F:9])=[CH:4][N:3]=1.O.[NH2:11][NH2:12], predict the reaction product. The product is: [F:9][C:5]1[C:6]([I:8])=[CH:7][C:2]([NH:11][NH2:12])=[N:3][CH:4]=1. (4) Given the reactants [F:1][C:2]1[C:7]([F:8])=[CH:6][C:5]([C:9]2[CH:14]=[CH:13][C:12]([O:15][CH2:16][C:17]3[CH:25]=[C:24]4[C:20]([CH:21]=[CH:22][N:23]4[CH:26]([CH3:31])[CH2:27][C:28]([OH:30])=[O:29])=[CH:19][CH:18]=3)=[CH:11][CH:10]=2)=[C:4]([O:32][CH3:33])[CH:3]=1.FC1C(F)=CC(C2C=CC(OCC3C=CC=C4C=3C=CN4)=CC=2)=C(OC)C=1.C(OC(=O)/C=C/C)C, predict the reaction product. The product is: [F:1][C:2]1[C:7]([F:8])=[CH:6][C:5]([C:9]2[CH:10]=[CH:11][C:12]([O:15][CH2:16][C:17]3[CH:18]=[CH:19][CH:20]=[C:24]4[C:25]=3[CH:21]=[CH:22][N:23]4[CH:26]([CH3:31])[CH2:27][C:28]([OH:30])=[O:29])=[CH:13][CH:14]=2)=[C:4]([O:32][CH3:33])[CH:3]=1. (5) Given the reactants [OH-].[Na+].[CH2:3]([C:7]1[CH:12]=[CH:11][C:10]([C:13]2[N:17]=[C:16]([C:18]3[CH:34]=[CH:33][C:21]([CH2:22][NH:23][C@@H:24]4[CH2:27][C@H:26]([C:28]([O:30]CC)=[O:29])[CH2:25]4)=[CH:20][CH:19]=3)[O:15][N:14]=2)=[CH:9][CH:8]=1)[CH:4]([CH3:6])[CH3:5].[ClH:35], predict the reaction product. The product is: [ClH:35].[CH2:3]([C:7]1[CH:8]=[CH:9][C:10]([C:13]2[N:17]=[C:16]([C:18]3[CH:34]=[CH:33][C:21]([CH2:22][NH:23][C@@H:24]4[CH2:27][C@H:26]([C:28]([OH:30])=[O:29])[CH2:25]4)=[CH:20][CH:19]=3)[O:15][N:14]=2)=[CH:11][CH:12]=1)[CH:4]([CH3:6])[CH3:5]. (6) Given the reactants [C:1]([NH:9][NH:10][C:11](=O)[C:12]1[CH:17]=[CH:16][CH:15]=[CH:14][CH:13]=1)(=O)[C:2]1[CH:7]=[CH:6][CH:5]=[CH:4][CH:3]=1.CN(C)C1C=CC=CC=1.[CH3:28][C:29]1[CH:35]=[CH:34][CH:33]=[C:32]([CH3:36])[C:30]=1[NH2:31], predict the reaction product. The product is: [CH3:28][C:29]1[CH:35]=[CH:34][CH:33]=[C:32]([CH3:36])[C:30]=1[N:31]1[C:1]([C:2]2[CH:7]=[CH:6][CH:5]=[CH:4][CH:3]=2)=[N:9][N:10]=[C:11]1[C:12]1[CH:17]=[CH:16][CH:15]=[CH:14][CH:13]=1.